This data is from Catalyst prediction with 721,799 reactions and 888 catalyst types from USPTO. The task is: Predict which catalyst facilitates the given reaction. (1) Reactant: [Cl-].[Cl-].[Cl-].[Al+3].[H-].[H-].[H-].[H-].[Li+].[Al+3].[CH2:11]([NH:18][C:19]([CH:21]1[C:34]2[CH:33]=[CH:32][CH:31]=[CH:30][C:29]=2[O:28][C:27]2[C:22]1=[CH:23][CH:24]=[CH:25][CH:26]=2)=O)[C:12]1[CH:17]=[CH:16][CH:15]=[CH:14][CH:13]=1.[OH-].[Na+]. Product: [CH2:11]([NH:18][CH2:19][CH:21]1[C:34]2[CH:33]=[CH:32][CH:31]=[CH:30][C:29]=2[O:28][C:27]2[C:22]1=[CH:23][CH:24]=[CH:25][CH:26]=2)[C:12]1[CH:13]=[CH:14][CH:15]=[CH:16][CH:17]=1. The catalyst class is: 1. (2) Reactant: C([O:4][C:5]1[CH:20]=[CH:19][CH:18]=[CH:17][C:6]=1[C:7]([NH:9][C:10]1[CH:15]=[CH:14][C:13]([Cl:16])=[CH:12][N:11]=1)=[O:8])(=O)C. Product: [Cl:16][C:13]1[CH:14]=[CH:15][C:10]([NH:9][C:7](=[O:8])[C:6]2[CH:17]=[CH:18][CH:19]=[CH:20][C:5]=2[OH:4])=[N:11][CH:12]=1. The catalyst class is: 74.